From a dataset of Reaction yield outcomes from USPTO patents with 853,638 reactions. Predict the reaction yield, written as a fraction of the theoretical maximum amount of product (1.0 means a 100% yield; for example, 0.34 means a 34% yield). The reactants are [F:1][C:2]1[CH:7]=[CH:6][C:5]([O:8][C:9]2[CH:14]=[CH:13][C:12]([N+:15]([O-])=O)=[CH:11][CH:10]=2)=[CH:4][C:3]=1[C:18]([F:21])([F:20])[F:19]. The catalyst is CO.[Pd]. The product is [F:1][C:2]1[CH:7]=[CH:6][C:5]([O:8][C:9]2[CH:10]=[CH:11][C:12]([NH2:15])=[CH:13][CH:14]=2)=[CH:4][C:3]=1[C:18]([F:19])([F:20])[F:21]. The yield is 0.950.